Predict the product of the given reaction. From a dataset of Forward reaction prediction with 1.9M reactions from USPTO patents (1976-2016). Given the reactants [S:1]1[CH:5]=[CH:4][CH:3]=[C:2]1[C:6]1[O:10][CH:9]=[N:8][CH:7]=1.C(B(CC)CC)C.C([Li])CCC.[C:23]([O:27][C:28](=[O:35])[NH:29][CH:30]([CH:33]=[O:34])[CH2:31][CH3:32])([CH3:26])([CH3:25])[CH3:24], predict the reaction product. The product is: [C:23]([O:27][C:28](=[O:35])[NH:29][C@H:30]([CH:33]([OH:34])[C:9]1[O:10][C:6]([C:2]2[S:1][CH:5]=[CH:4][CH:3]=2)=[CH:7][N:8]=1)[CH2:31][CH3:32])([CH3:24])([CH3:25])[CH3:26].